The task is: Regression. Given a peptide amino acid sequence and an MHC pseudo amino acid sequence, predict their binding affinity value. This is MHC class I binding data.. This data is from Peptide-MHC class I binding affinity with 185,985 pairs from IEDB/IMGT. The peptide sequence is KMFHGGLRY. The MHC is HLA-A69:01 with pseudo-sequence HLA-A69:01. The binding affinity (normalized) is 0.0847.